From a dataset of Catalyst prediction with 721,799 reactions and 888 catalyst types from USPTO. Predict which catalyst facilitates the given reaction. (1) Reactant: [Cl:1][C:2]1[CH:3]=[C:4]([NH:16][C:17]2[C:26]3[C:25]([OH:27])=[CH:24][CH:23]=[CH:22][C:21]=3[N:20]=[CH:19][N:18]=2)[CH:5]=[CH:6][C:7]=1[O:8][CH2:9][C:10]1[CH:15]=[CH:14][CH:13]=[CH:12][N:11]=1.C(=O)([O-])[O-].[K+].[K+].Br[CH2:35][C:36]([NH2:38])=[O:37]. Product: [Cl:1][C:2]1[CH:3]=[C:4]([NH:16][C:17]2[C:26]3[C:21](=[CH:22][CH:23]=[CH:24][C:25]=3[O:27][CH2:35][C:36]([NH2:38])=[O:37])[N:20]=[CH:19][N:18]=2)[CH:5]=[CH:6][C:7]=1[O:8][CH2:9][C:10]1[CH:15]=[CH:14][CH:13]=[CH:12][N:11]=1. The catalyst class is: 44. (2) Reactant: C1(P(C2CCCCC2)C2C=CC=CC=2C2C(C(C)C)=CC(C(C)C)=CC=2C(C)C)CCCCC1.[O:35]1[CH2:40][CH2:39][N:38]([C:41]2[C:46]([NH2:47])=[CH:45][C:44]([N:48]3[CH2:53][CH2:52][O:51][CH2:50][CH2:49]3)=[CH:43][N:42]=2)[CH2:37][CH2:36]1.Cl[C:55]1[C:64]2[C:59](=[CH:60][C:61]([F:66])=[CH:62][C:63]=2[F:65])[N:58]=[C:57]([C:67]2[CH:72]=[C:71]([CH:73]=[CH2:74])[CH:70]=[CH:69][N:68]=2)[C:56]=1[CH3:75].CC(C)([O-])C.[Na+]. Product: [O:35]1[CH2:40][CH2:39][N:38]([C:41]2[C:46]([NH:47][C:55]3[C:64]4[C:59](=[CH:60][C:61]([F:66])=[CH:62][C:63]=4[F:65])[N:58]=[C:57]([C:67]4[CH:72]=[C:71]([CH:73]=[CH2:74])[CH:70]=[CH:69][N:68]=4)[C:56]=3[CH3:75])=[CH:45][C:44]([N:48]3[CH2:49][CH2:50][O:51][CH2:52][CH2:53]3)=[CH:43][N:42]=2)[CH2:37][CH2:36]1. The catalyst class is: 101.